This data is from Merck oncology drug combination screen with 23,052 pairs across 39 cell lines. The task is: Regression. Given two drug SMILES strings and cell line genomic features, predict the synergy score measuring deviation from expected non-interaction effect. (1) Synergy scores: synergy=8.09. Drug 1: C=CCn1c(=O)c2cnc(Nc3ccc(N4CCN(C)CC4)cc3)nc2n1-c1cccc(C(C)(C)O)n1. Cell line: HCT116. Drug 2: NC(=O)c1cccc2cn(-c3ccc(C4CCCNC4)cc3)nc12. (2) Drug 1: CC1(c2nc3c(C(N)=O)cccc3[nH]2)CCCN1. Cell line: ZR751. Synergy scores: synergy=-9.29. Drug 2: CCc1cnn2c(NCc3ccc[n+]([O-])c3)cc(N3CCCCC3CCO)nc12. (3) Drug 1: CCC1=CC2CN(C1)Cc1c([nH]c3ccccc13)C(C(=O)OC)(c1cc3c(cc1OC)N(C)C1C(O)(C(=O)OC)C(OC(C)=O)C4(CC)C=CCN5CCC31C54)C2. Drug 2: Cn1c(=O)n(-c2ccc(C(C)(C)C#N)cc2)c2c3cc(-c4cnc5ccccc5c4)ccc3ncc21. Cell line: A427. Synergy scores: synergy=5.15. (4) Drug 1: O=C(O)C1(Cc2cccc(Nc3nccs3)n2)CCC(Oc2cccc(Cl)c2F)CC1. Drug 2: CCc1cnn2c(NCc3ccc[n+]([O-])c3)cc(N3CCCCC3CCO)nc12. Cell line: NCIH460. Synergy scores: synergy=-8.31. (5) Drug 1: CN(Cc1cnc2nc(N)nc(N)c2n1)c1ccc(C(=O)NC(CCC(=O)O)C(=O)O)cc1. Drug 2: COC1CC2CCC(C)C(O)(O2)C(=O)C(=O)N2CCCCC2C(=O)OC(C(C)CC2CCC(OP(C)(C)=O)C(OC)C2)CC(=O)C(C)C=C(C)C(O)C(OC)C(=O)C(C)CC(C)C=CC=CC=C1C. Cell line: OCUBM. Synergy scores: synergy=-12.8. (6) Drug 1: O=c1[nH]cc(F)c(=O)[nH]1. Drug 2: CCc1cnn2c(NCc3ccc[n+]([O-])c3)cc(N3CCCCC3CCO)nc12. Cell line: T47D. Synergy scores: synergy=-2.72. (7) Drug 1: Nc1ccn(C2OC(CO)C(O)C2(F)F)c(=O)n1. Drug 2: CNC(=O)c1cc(Oc2ccc(NC(=O)Nc3ccc(Cl)c(C(F)(F)F)c3)cc2)ccn1. Cell line: EFM192B. Synergy scores: synergy=-10.2.